Dataset: Full USPTO retrosynthesis dataset with 1.9M reactions from patents (1976-2016). Task: Predict the reactants needed to synthesize the given product. (1) Given the product [CH3:12][C:11]1[O:10][C:9]([C:13]2[CH:18]=[CH:17][CH:16]=[CH:15][CH:14]=2)=[N:8][C:7]=1[CH2:6][O:5][C:4]1[CH:19]=[CH:20][CH:21]=[CH:22][C:3]=1[CH2:2][O:23][C:24]1[CH:25]=[CH:26][C:27]([CH2:30][C:31]([OH:33])=[O:32])=[CH:28][CH:29]=1, predict the reactants needed to synthesize it. The reactants are: Cl[CH2:2][C:3]1[CH:22]=[CH:21][CH:20]=[CH:19][C:4]=1[O:5][CH2:6][C:7]1[N:8]=[C:9]([C:13]2[CH:18]=[CH:17][CH:16]=[CH:15][CH:14]=2)[O:10][C:11]=1[CH3:12].[OH:23][C:24]1[CH:29]=[CH:28][C:27]([CH2:30][C:31]([O:33]C)=[O:32])=[CH:26][CH:25]=1.C(=O)([O-])[O-].[K+].[K+].CN(C)C=O. (2) Given the product [CH2:21]([C:2]1[C:11]2[C:6](=[CH:7][C:8]([O:12][CH3:13])=[CH:9][CH:10]=2)[CH:5]=[C:4]([NH:14][C:15]2[CH:19]=[C:18]([CH3:20])[NH:17][N:16]=2)[N:3]=1)[CH3:22], predict the reactants needed to synthesize it. The reactants are: Cl[C:2]1[C:11]2[C:6](=[CH:7][C:8]([O:12][CH3:13])=[CH:9][CH:10]=2)[CH:5]=[C:4]([NH:14][C:15]2[CH:19]=[C:18]([CH3:20])[NH:17][N:16]=2)[N:3]=1.[CH:21](B1OC(C)(C)C(C)(C)O1)=[CH2:22].